This data is from Forward reaction prediction with 1.9M reactions from USPTO patents (1976-2016). The task is: Predict the product of the given reaction. (1) Given the reactants [F:1][C:2]1[CH:7]=[CH:6][CH:5]=[CH:4][C:3]=1[CH2:8][CH2:9][NH:10][C:11]([C:13]1[N:14]=[N:15][C:16](Cl)=[CH:17][CH:18]=1)=[O:12].[N:20]1([C:26]([C:28]2[CH:33]=[CH:32][CH:31]=[CH:30][C:29]=2[C:34]([F:37])([F:36])[F:35])=[O:27])[CH2:25][CH2:24][NH:23][CH2:22][CH2:21]1, predict the reaction product. The product is: [F:1][C:2]1[CH:7]=[CH:6][CH:5]=[CH:4][C:3]=1[CH2:8][CH2:9][NH:10][C:11]([C:13]1[N:14]=[N:15][C:16]([N:23]2[CH2:24][CH2:25][N:20]([C:26](=[O:27])[C:28]3[CH:33]=[CH:32][CH:31]=[CH:30][C:29]=3[C:34]([F:37])([F:35])[F:36])[CH2:21][CH2:22]2)=[CH:17][CH:18]=1)=[O:12]. (2) The product is: [CH:20]1([CH2:19][NH:18][C:9]2[CH:10]=[C:11]([C:14]([F:17])([F:16])[F:15])[CH:12]=[CH:13][C:8]=2[C:4]2[N:5]=[CH:6][N:7]=[C:2]([NH:26][C:27]3[CH:28]=[CH:29][CH:30]=[C:31]4[C:35]=3[CH:34]([OH:36])[CH2:33][CH2:32]4)[CH:3]=2)[CH2:25][CH2:24][CH2:23][CH2:22][CH2:21]1. Given the reactants Cl[C:2]1[N:7]=[CH:6][N:5]=[C:4]([C:8]2[CH:13]=[CH:12][C:11]([C:14]([F:17])([F:16])[F:15])=[CH:10][C:9]=2[NH:18][CH2:19][CH:20]2[CH2:25][CH2:24][CH2:23][CH2:22][CH2:21]2)[CH:3]=1.[NH2:26][C:27]1[CH:28]=[CH:29][CH:30]=[C:31]2[C:35]=1[CH:34]([OH:36])[CH2:33][CH2:32]2, predict the reaction product. (3) Given the reactants [CH2:1]([N:5]1[C:9](=[O:10])[C:8]2=[CH:11][C:12]([N+:15]([O-])=O)=[CH:13][CH:14]=[C:7]2[C:6]1=[O:18])[CH2:2][CH2:3][CH3:4].S(S([O-])=O)([O-])=O.[Na+].[Na+].C(=O)([O-])[O-].[Na+].[Na+], predict the reaction product. The product is: [CH2:1]([N:5]1[C:9](=[O:10])[C:8]2=[CH:11][C:12]([NH2:15])=[CH:13][CH:14]=[C:7]2[C:6]1=[O:18])[CH2:2][CH2:3][CH3:4]. (4) Given the reactants [NH2:1][C:2]1[C:11]([C:12]([O:14]N2C3C=C(Cl)C=CC=3N=N2)=O)=[C:5]2[N:6]=[CH:7][C:8]([F:10])=[CH:9][N:4]2[N:3]=1.[NH2:25][C:26]1[CH:27]=[N:28][CH:29]=[C:30]([F:45])[C:31]=1[N:32]1[CH2:37][CH2:36][CH:35]([C:38]([O:40][C:41]([CH3:44])([CH3:43])[CH3:42])=[O:39])[CH2:34][CH2:33]1, predict the reaction product. The product is: [NH2:1][C:2]1[C:11]([C:12]([NH:25][C:26]2[CH:27]=[N:28][CH:29]=[C:30]([F:45])[C:31]=2[N:32]2[CH2:37][CH2:36][CH:35]([C:38]([O:40][C:41]([CH3:43])([CH3:42])[CH3:44])=[O:39])[CH2:34][CH2:33]2)=[O:14])=[C:5]2[N:6]=[CH:7][C:8]([F:10])=[CH:9][N:4]2[N:3]=1. (5) Given the reactants [CH2:1]([O:8][C:9]1[C:18]2[C:13](=[CH:14][CH:15]=[CH:16][CH:17]=2)[CH:12]=[C:11]([CH2:19][O:20][CH:21]2[CH:26]([C:27]3[CH:32]=[CH:31][CH:30]=[C:29]([C:33](OC)=[O:34])[CH:28]=3)[CH2:25][CH2:24][N:23]([C:37]([O:39][C:40]([CH3:43])([CH3:42])[CH3:41])=[O:38])[CH2:22]2)[CH:10]=1)[C:2]1[CH:7]=[CH:6][CH:5]=[CH:4][CH:3]=1.[BH4-].[Li+], predict the reaction product. The product is: [CH2:1]([O:8][C:9]1[C:18]2[C:13](=[CH:14][CH:15]=[CH:16][CH:17]=2)[CH:12]=[C:11]([CH2:19][O:20][CH:21]2[CH:26]([C:27]3[CH:32]=[CH:31][CH:30]=[C:29]([CH2:33][OH:34])[CH:28]=3)[CH2:25][CH2:24][N:23]([C:37]([O:39][C:40]([CH3:43])([CH3:42])[CH3:41])=[O:38])[CH2:22]2)[CH:10]=1)[C:2]1[CH:7]=[CH:6][CH:5]=[CH:4][CH:3]=1. (6) Given the reactants Cl.[CH2:2]([O:4][C:5](=[O:9])[CH:6]([CH3:8])[NH2:7])[CH3:3].[CH:10](=O)[C:11]([CH3:14])([CH3:13])[CH3:12], predict the reaction product. The product is: [CH3:10][C:11]([CH3:14])([CH3:13])[CH:12]=[N:7][CH:6]([CH3:8])[C:5]([O:4][CH2:2][CH3:3])=[O:9]. (7) Given the reactants [Cl:1][C:2]1[C:3]([C:22]([N:24]2[CH2:28][CH2:27][CH2:26][CH2:25]2)=[O:23])=[C:4]([CH2:8][N:9]2[CH2:14][CH2:13][N:12](C(OC(C)(C)C)=O)[CH2:11][CH2:10]2)[CH:5]=[CH:6][CH:7]=1.FC(F)(F)C(O)=O, predict the reaction product. The product is: [Cl:1][C:2]1[C:3]([C:22]([N:24]2[CH2:28][CH2:27][CH2:26][CH2:25]2)=[O:23])=[C:4]([CH2:8][N:9]2[CH2:10][CH2:11][NH:12][CH2:13][CH2:14]2)[CH:5]=[CH:6][CH:7]=1. (8) The product is: [OH:23][C:24]1[CH:25]=[CH:26][C:29]([C:2]2[N:7]=[C:6]3[N:8]([CH2:13][C:14]4[CH:19]=[CH:18][CH:17]=[C:16]([O:20][CH3:21])[CH:15]=4)[C:9](=[O:12])[CH2:10][NH:11][C:5]3=[N:4][CH:3]=2)=[CH:30][CH:31]=1. Given the reactants Br[C:2]1[N:7]=[C:6]2[N:8]([CH2:13][C:14]3[CH:19]=[CH:18][CH:17]=[C:16]([O:20][CH3:21])[CH:15]=3)[C:9](=[O:12])[CH2:10][NH:11][C:5]2=[N:4][CH:3]=1.C[O:23][C:24]1[CH:25]=[C:26]([CH:29]=[CH:30][CH:31]=1)CN.C(N(C(C)C)CC)(C)C, predict the reaction product.